From a dataset of Catalyst prediction with 721,799 reactions and 888 catalyst types from USPTO. Predict which catalyst facilitates the given reaction. (1) The catalyst class is: 1. Product: [Cl-:22].[F:21][C:2]([F:1])([F:20])[S:3]([O:6][C:7]1[CH2:12][CH2:11][NH2+:10][CH2:9][CH:8]=1)(=[O:5])=[O:4]. Reactant: [F:1][C:2]([F:21])([F:20])[S:3]([O:6][C:7]1[CH2:8][CH2:9][N:10](C(OC(C)(C)C)=O)[CH2:11][CH:12]=1)(=[O:5])=[O:4].[ClH:22]. (2) Product: [Br:31][CH2:32][CH2:33][NH:34][C:5](=[O:7])[CH2:4][CH2:3][C:1]#[N:2]. The catalyst class is: 842. Reactant: [C:1]([CH2:3][CH2:4][C:5]([OH:7])=O)#[N:2].Cl.C(N=C=NCCCN(C)C)C.ON1C2C=CC=CC=2N=N1.Br.[Br:31][CH2:32][CH2:33][NH2:34]. (3) Reactant: [Br:1][C:2]1[CH:7]=[CH:6][C:5]([S:8]([NH:11][C:12]2[C:21]3[C:16](=[CH:17][CH:18]=[CH:19][CH:20]=3)[C:15]([O:22]C)=[C:14]([S:24][CH2:25][C:26]([O:28][CH3:29])=[O:27])[CH:13]=2)(=[O:10])=[O:9])=[CH:4][CH:3]=1.B(Br)(Br)Br.C(=O)=O.CC(C)=O.[NH4+].[Cl-]. Product: [Br:1][C:2]1[CH:7]=[CH:6][C:5]([S:8]([NH:11][C:12]2[C:21]3[C:16](=[CH:17][CH:18]=[CH:19][CH:20]=3)[C:15]([OH:22])=[C:14]([S:24][CH2:25][C:26]([O:28][CH3:29])=[O:27])[CH:13]=2)(=[O:10])=[O:9])=[CH:4][CH:3]=1. The catalyst class is: 2. (4) Reactant: COC1C=C(OC)C=CC=1C[N:6]1[C@H:9]([CH2:10][N:11]2[CH:16]=[CH:15][CH:14]=[CH:13][C:12]2=[O:17])[C@H:8]([NH:18][C:19](=[O:28])[O:20][CH2:21][C:22]2[CH:27]=[CH:26][CH:25]=[CH:24][CH:23]=2)[C:7]1=[O:29].OP([O-])([O-])=O.[K+].[K+]. Product: [O:29]=[C:7]1[C@@H:8]([NH:18][C:19](=[O:28])[O:20][CH2:21][C:22]2[CH:27]=[CH:26][CH:25]=[CH:24][CH:23]=2)[C@@H:9]([CH2:10][N:11]2[CH:16]=[CH:15][CH:14]=[CH:13][C:12]2=[O:17])[NH:6]1. The catalyst class is: 47. (5) Reactant: [F:1][C:2]1[CH:3]=[C:4]([CH2:8][CH2:9][C:10]2[O:14][C:13]([C:15]3[CH:16]=[C:17]([NH:22][C:23]4[CH:28]=[CH:27][C:26]([O:29][CH3:30])=[CH:25][CH:24]=4)[C:18]([NH2:21])=[CH:19][CH:20]=3)=[N:12][N:11]=2)[CH:5]=[CH:6][CH:7]=1.Cl.C(O)(=O)C.[N:36]([O-])=O.[Na+]. Product: [F:1][C:2]1[CH:3]=[C:4]([CH2:8][CH2:9][C:10]2[O:14][C:13]([C:15]3[CH:20]=[CH:19][C:18]4[N:21]=[N:36][N:22]([C:23]5[CH:24]=[CH:25][C:26]([O:29][CH3:30])=[CH:27][CH:28]=5)[C:17]=4[CH:16]=3)=[N:12][N:11]=2)[CH:5]=[CH:6][CH:7]=1. The catalyst class is: 13. (6) Reactant: [OH-].[Na+].[Cl:3][C:4]1[CH:5]=[C:6]([C:14]2[O:18][N:17]=[C:16]([C:19]3[CH:20]=[CH:21][C:22]([F:35])=[C:23]4[C:27]=3[NH:26][CH:25]=[C:24]4[CH2:28][CH2:29][C:30]([O:32]CC)=[O:31])[N:15]=2)[CH:7]=[N:8][C:9]=1[O:10][CH:11]([CH3:13])[CH3:12].Cl. Product: [Cl:3][C:4]1[CH:5]=[C:6]([C:14]2[O:18][N:17]=[C:16]([C:19]3[CH:20]=[CH:21][C:22]([F:35])=[C:23]4[C:27]=3[NH:26][CH:25]=[C:24]4[CH2:28][CH2:29][C:30]([OH:32])=[O:31])[N:15]=2)[CH:7]=[N:8][C:9]=1[O:10][CH:11]([CH3:13])[CH3:12]. The catalyst class is: 20.